Dataset: Full USPTO retrosynthesis dataset with 1.9M reactions from patents (1976-2016). Task: Predict the reactants needed to synthesize the given product. Given the product [O:19]1[C:23]2[CH:24]=[CH:25][CH:26]=[CH:27][C:22]=2[CH:21]=[C:20]1[C:28]1[C:29](=[O:64])[NH:30][C:31](=[O:63])[C:32]=1[C:33]1[C:41]2[C:36](=[N:37][CH:38]=[CH:39][CH:40]=2)[N:35]([CH2:42][CH2:43][CH2:44][OH:45])[CH:34]=1, predict the reactants needed to synthesize it. The reactants are: CCCC[N+](CCCC)(CCCC)CCCC.[F-].[O:19]1[C:23]2[CH:24]=[CH:25][CH:26]=[CH:27][C:22]=2[CH:21]=[C:20]1[C:28]1[C:29](=[O:64])[NH:30][C:31](=[O:63])[C:32]=1[C:33]1[C:41]2[C:36](=[N:37][CH:38]=[CH:39][CH:40]=2)[N:35]([CH2:42][CH2:43][CH2:44][O:45][Si](C(C)(C)C)(C2C=CC=CC=2)C2C=CC=CC=2)[CH:34]=1.